From a dataset of Reaction yield outcomes from USPTO patents with 853,638 reactions. Predict the reaction yield, written as a fraction of the theoretical maximum amount of product (1.0 means a 100% yield; for example, 0.34 means a 34% yield). (1) The reactants are [H-].[Na+].[OH:3][C:4]1[CH:11]=[CH:10][C:7]([CH:8]=[O:9])=[CH:6][CH:5]=1.CC1C=CC(S(O[CH2:23][C:24]([F:27])([F:26])[F:25])(=O)=O)=CC=1.O. The catalyst is CN(C=O)C.C(OCC)(=O)C. The product is [F:25][C:24]([F:27])([F:26])[CH2:23][O:3][C:4]1[CH:11]=[CH:10][C:7]([CH:8]=[O:9])=[CH:6][CH:5]=1. The yield is 0.420. (2) The reactants are FC(F)(F)C(O)=O.[F:8][C:9]1[C:14]([F:15])=[CH:13][CH:12]=[CH:11][C:10]=1[NH:16][C:17](=[O:50])[CH2:18][C:19]1[NH:23][N:22]=[C:21]([NH:24][C:25]2[C:34]3[C:29](=[CH:30][C:31]([O:35][CH2:36][CH:37]4[CH2:42][CH2:41][N:40](C(OC(C)(C)C)=O)[CH2:39][CH2:38]4)=[CH:32][CH:33]=3)[N:28]=[CH:27][N:26]=2)[CH:20]=1. The catalyst is ClCCl. The product is [F:8][C:9]1[C:14]([F:15])=[CH:13][CH:12]=[CH:11][C:10]=1[NH:16][C:17](=[O:50])[CH2:18][C:19]1[NH:23][N:22]=[C:21]([NH:24][C:25]2[C:34]3[C:29](=[CH:30][C:31]([O:35][CH2:36][CH:37]4[CH2:42][CH2:41][NH:40][CH2:39][CH2:38]4)=[CH:32][CH:33]=3)[N:28]=[CH:27][N:26]=2)[CH:20]=1. The yield is 0.660. (3) The reactants are Cl[C:2]1[C:3]([CH:8]2[CH2:11][N:10]([C:12]([O:14][C:15]([CH3:18])([CH3:17])[CH3:16])=[O:13])[CH2:9]2)=[N:4][CH:5]=[CH:6][N:7]=1.[CH3:19][CH:20]1[CH2:24][CH2:23][NH:22][CH2:21]1.CCN(CC)CC. The catalyst is CS(C)=O.O. The product is [C:15]([O:14][C:12]([N:10]1[CH2:11][CH:8]([C:3]2[C:2]([N:22]3[CH2:23][CH2:24][CH:20]([CH3:19])[CH2:21]3)=[N:7][CH:6]=[CH:5][N:4]=2)[CH2:9]1)=[O:13])([CH3:18])([CH3:17])[CH3:16]. The yield is 0.760. (4) The reactants are [CH2:1]([C:3]1[CH:7]=[C:6]([C:8]2[N:12]=[C:11]([C:13]3[CH:18]=[CH:17][C:16]([O:19][C:20]4[CH:25]=[CH:24][CH:23]=[CH:22][CH:21]=4)=[CH:15][CH:14]=3)[O:10][N:9]=2)[S:5][C:4]=1[CH2:26][N:27]1[CH2:30][CH:29]([C:31]([O:33]C)=[O:32])[CH2:28]1)[CH3:2].[OH-].[Na+].C(O)(=O)C. No catalyst specified. The product is [CH2:1]([C:3]1[CH:7]=[C:6]([C:8]2[N:12]=[C:11]([C:13]3[CH:14]=[CH:15][C:16]([O:19][C:20]4[CH:25]=[CH:24][CH:23]=[CH:22][CH:21]=4)=[CH:17][CH:18]=3)[O:10][N:9]=2)[S:5][C:4]=1[CH2:26][N:27]1[CH2:30][CH:29]([C:31]([OH:33])=[O:32])[CH2:28]1)[CH3:2]. The yield is 0.950. (5) The reactants are F[C:2]1[C:9]([F:10])=[CH:8][CH:7]=[C:6]([F:11])[C:3]=1[C:4]#[N:5].[OH-].[NH4+:13]. The catalyst is C(O)(C)C. The product is [NH2:13][C:2]1[C:9]([F:10])=[CH:8][CH:7]=[C:6]([F:11])[C:3]=1[C:4]#[N:5]. The yield is 0.984.